Dataset: Peptide-MHC class II binding affinity with 134,281 pairs from IEDB. Task: Regression. Given a peptide amino acid sequence and an MHC pseudo amino acid sequence, predict their binding affinity value. This is MHC class II binding data. (1) The peptide sequence is IKCFEKFLEPKVKFG. The MHC is DRB1_0404 with pseudo-sequence DRB1_0404. The binding affinity (normalized) is 0.156. (2) The peptide sequence is AAFTSSSKAATAKAP. The MHC is HLA-DPA10103-DPB10301 with pseudo-sequence HLA-DPA10103-DPB10301. The binding affinity (normalized) is 0.689.